Dataset: Catalyst prediction with 721,799 reactions and 888 catalyst types from USPTO. Task: Predict which catalyst facilitates the given reaction. (1) Reactant: [CH3:1][C:2]1[CH:7]=[CH:6][C:5]([NH:8][CH:9]2[CH:14]([OH:15])[CH:13]([OH:16])[CH:12]([OH:17])[CH2:11][O:10]2)=[CH:4][C:3]=1[N+:18]([O-:20])=[O:19].[BH4-].[Na+]. Product: [CH3:1][C:2]1[CH:7]=[CH:6][C:5]([NH:8][CH2:9][CH:14]([OH:15])[CH:13]([OH:16])[CH:12]([OH:17])[CH2:11][OH:10])=[CH:4][C:3]=1[N+:18]([O-:20])=[O:19]. The catalyst class is: 14. (2) The catalyst class is: 98. Product: [C:18]1([C:24]([C:28]2[CH:29]=[CH:30][CH:31]=[CH:32][CH:33]=2)=[CH:25][CH2:26][N:4]2[CH2:3][CH2:2][N:1]([C:7]3[CH:8]=[CH:9][C:10]([C:11]([O:13][CH2:14][CH3:15])=[O:12])=[CH:16][CH:17]=3)[CH2:6][CH2:5]2)[CH:23]=[CH:22][CH:21]=[CH:20][CH:19]=1. Reactant: [N:1]1([C:7]2[CH:17]=[CH:16][C:10]([C:11]([O:13][CH2:14][CH3:15])=[O:12])=[CH:9][CH:8]=2)[CH2:6][CH2:5][NH:4][CH2:3][CH2:2]1.[C:18]1([C:24]([C:28]2[CH:33]=[CH:32][CH:31]=[CH:30][CH:29]=2)=[CH:25][CH:26]=O)[CH:23]=[CH:22][CH:21]=[CH:20][CH:19]=1.C([BH3-])#N.